Dataset: Full USPTO retrosynthesis dataset with 1.9M reactions from patents (1976-2016). Task: Predict the reactants needed to synthesize the given product. Given the product [CH3:9][O:8][C:5]1[CH:6]=[CH:7][C:2]([B:23]([OH:24])[OH:22])=[C:3]([N+:10]([O-:12])=[O:11])[CH:4]=1, predict the reactants needed to synthesize it. The reactants are: I[C:2]1[CH:7]=[CH:6][C:5]([O:8][CH3:9])=[CH:4][C:3]=1[N+:10]([O-:12])=[O:11].C1([Mg]Br)C=CC=CC=1.C[O:22][B:23](OC)[O:24]C.C(Cl)Cl.